From a dataset of HIV replication inhibition screening data with 41,000+ compounds from the AIDS Antiviral Screen. Binary Classification. Given a drug SMILES string, predict its activity (active/inactive) in a high-throughput screening assay against a specified biological target. (1) The result is 0 (inactive). The compound is O=Cc1cc2c(cc1-c1cc3c(cc1C=O)OCO3)OCO2. (2) The molecule is N#CC(=Cn1c(=S)[nH]c2ccccc21)c1nc2ccccc2s1. The result is 0 (inactive). (3) The molecule is O=C(O)c1ccccc1CC(Cc1ccc2c(c1)CCC2)C(=O)O. The result is 0 (inactive). (4) The drug is CC(=O)NC(CS)C(=O)[OH+][Pt-2](N)(N)[OH+]C(=O)C(CS)NC(C)=O. The result is 0 (inactive). (5) The compound is O=[N+]([O-])c1ccc(S(=O)(=O)NN=CC=Cc2ccccc2)cc1. The result is 0 (inactive). (6) The molecule is Cc1cccc2c(N)c3cccc(C(=O)NCC[N+](C)(C)Cc4ccc([N+](=O)[O-])s4)c3nc12.[Cl-]. The result is 0 (inactive). (7) The compound is O=C(CO)CC(=O)C(=O)Nc1nc([N+](=O)[O-])cs1. The result is 0 (inactive). (8) The molecule is O=S(=O)(c1ccc(NCSc2nc3ccccc3s2)cc1)c1ccc(NCSc2nc3ccccc3s2)cc1. The result is 0 (inactive). (9) The compound is O=C1CSC(C(=Cc2ccccc2)c2nc3ccccc3[nH]2)=N1. The result is 0 (inactive).